This data is from Catalyst prediction with 721,799 reactions and 888 catalyst types from USPTO. The task is: Predict which catalyst facilitates the given reaction. (1) Reactant: Cl.[C:2]1([CH3:10])[CH:7]=[CH:6][CH:5]=[CH:4][C:3]=1[NH:8][NH2:9].C(Cl)(Cl)(Cl)Cl.C(N(CC)CC)C.CO[C:25](=[N:28][C:29](=O)[C:30]1[CH:35]=[CH:34][CH:33]=[CH:32][CH:31]=1)[CH2:26][CH3:27]. Product: [CH2:26]([C:25]1[N:28]=[C:29]([C:30]2[CH:35]=[CH:34][CH:33]=[CH:32][CH:31]=2)[N:8]([C:3]2[CH:4]=[CH:5][CH:6]=[CH:7][C:2]=2[CH3:10])[N:9]=1)[CH3:27]. The catalyst class is: 6. (2) Reactant: [K+].[Br-].[CH3:3][C:4]1[S:8][CH:7]=[C:6](/[CH:9]=[CH:10]/[C@H:11]2[O:29][C:27](=[O:28])[CH2:26][C@H:25]([OH:30])[C:24]([CH3:32])([CH3:31])[C:22](=[O:23])[C@H:21]([CH3:33])[C@@H:20]([OH:34])[C@@H:19](C)[CH2:18][CH2:17][CH2:16][C@H:14]3O[C@H:13]3[CH2:12]2)[N:5]=1.[CH3:36]C1OC=C(/C=C(/[C@H]2OC(=O)C[C@H](O)C(C)(C)C(=O)[C@H](C)[C@@H](O)[C@@H](C)CCCC(C)=CC2)\C)N=1. Product: [CH3:3][C:4]1[S:8][CH:7]=[C:6](/[CH:9]=[C:10](/[C@H:11]2[O:29][C:27](=[O:28])[CH2:26][C@H:25]([OH:30])[C:24]([CH3:32])([CH3:31])[C:22](=[O:23])[C@H:21]([CH3:33])[C@@H:20]([OH:34])[CH2:19][CH2:18][CH2:17][CH2:16][CH:14]=[CH:13][CH2:12]2)\[CH3:36])[N:5]=1. The catalyst class is: 5. (3) Reactant: [OH-].[Na+].[CH3:3][N:4]([CH2:14][C:15]1[CH:16]=[C:17]([C:21]2[CH:26]=[CH:25][C:24]([CH:27]=[CH:28][C:29]([O:31]CC)=[O:30])=[CH:23][CH:22]=2)[CH:18]=[CH:19][CH:20]=1)[C:5](=[O:13])[CH2:6][CH2:7][CH2:8][CH2:9][CH2:10][CH2:11][CH3:12].O.C(O)(=O)C. Product: [CH3:3][N:4]([CH2:14][C:15]1[CH:16]=[C:17]([C:21]2[CH:26]=[CH:25][C:24]([CH:27]=[CH:28][C:29]([OH:31])=[O:30])=[CH:23][CH:22]=2)[CH:18]=[CH:19][CH:20]=1)[C:5](=[O:13])[CH2:6][CH2:7][CH2:8][CH2:9][CH2:10][CH2:11][CH3:12]. The catalyst class is: 83. (4) Reactant: [C:1]([O:4][C:5]([C:7]1[CH:12]=[CH:11][CH:10]=[CH:9][CH:8]=1)=[CH2:6])(=[O:3])[CH3:2].[CH3:13]C([O-])(C)C.[K+].C(Cl)(=O)CC. Product: [C:1]([O:4][C:5]([C:7]1[CH:12]=[CH:11][CH:10]=[CH:9][CH:8]=1)=[CH2:6])(=[O:3])[CH2:2][CH3:13]. The catalyst class is: 7. (5) Reactant: C[O:2][C:3]1[CH:8]=[CH:7][C:6]([C:9]([CH3:29])([CH3:28])[C:10]([C:12]2[S:13][C:14]([C:18]3[CH:23]=[CH:22][C:21]([C:24]([F:27])([F:26])[F:25])=[CH:20][CH:19]=3)=[CH:15][C:16]=2[CH3:17])=[O:11])=[CH:5][C:4]=1[CH3:30].Cl.N1C=CC=CC=1.O. Product: [OH:2][C:3]1[CH:8]=[CH:7][C:6]([C:9]([CH3:28])([CH3:29])[C:10]([C:12]2[S:13][C:14]([C:18]3[CH:23]=[CH:22][C:21]([C:24]([F:27])([F:25])[F:26])=[CH:20][CH:19]=3)=[CH:15][C:16]=2[CH3:17])=[O:11])=[CH:5][C:4]=1[CH3:30]. The catalyst class is: 2. (6) The catalyst class is: 7. Reactant: [OH:1][C:2]1[CH:9]=[CH:8][C:5]([CH:6]=[O:7])=[CH:4][CH:3]=1.C(=O)([O-])[O-].[K+].[K+].[F:16][C:17]([F:41])([F:40])[C:18]([F:39])([F:38])[C:19]([F:37])([F:36])[O:20][C:21]([F:35])([C:26]([F:34])([F:33])[O:27][C:28]([F:32])=[C:29]([F:31])[F:30])[C:22]([F:25])([F:24])[F:23].C(C1C=CC=C(OC(F)(F)C(F)OC(F)(F)C(F)(OC(F)(F)C(F)(F)C(F)(F)F)C(F)(F)F)C=1)#C. Product: [F:31][C:29]([F:30])([O:1][C:2]1[CH:9]=[CH:8][C:5]([CH:6]=[O:7])=[CH:4][CH:3]=1)[CH:28]([F:32])[O:27][C:26]([F:33])([F:34])[C:21]([F:35])([O:20][C:19]([F:36])([F:37])[C:18]([F:38])([F:39])[C:17]([F:16])([F:40])[F:41])[C:22]([F:25])([F:24])[F:23].